Dataset: Retrosynthesis with 50K atom-mapped reactions and 10 reaction types from USPTO. Task: Predict the reactants needed to synthesize the given product. (1) Given the product CC(C)(C)OC(=O)[C@@H]1C[C@H](COc2cccc(Cl)c2)CN1C(=O)OC(C)(C)C, predict the reactants needed to synthesize it. The reactants are: CC(C)(C)OC(=O)C1CC(CO)CN1C(=O)OC(C)(C)C.Oc1cccc(Cl)c1. (2) Given the product COc1cc(NS(=O)(=O)c2cccc(-c3ccc(F)cc3)c2)ccc1NC(=O)Nc1ccccc1, predict the reactants needed to synthesize it. The reactants are: COc1cc(N)ccc1NC(=O)Nc1ccccc1.O=S(=O)(O)c1cccc(-c2ccc(F)cc2)c1. (3) Given the product CCc1cc2c(N3CCN(C(=O)c4ccc(-c5ccccc5)cc4)CC3)nc(Cl)nc2s1, predict the reactants needed to synthesize it. The reactants are: CCc1cc2c(N3CCNCC3)nc(Cl)nc2s1.O=C(Cl)c1ccc(-c2ccccc2)cc1. (4) Given the product CCC(CC)C(=O)Nc1ccc(N2CCN(C(C(=O)OC)c3ccccc3)CC2)c(F)c1, predict the reactants needed to synthesize it. The reactants are: CCC(CC)C(=O)O.COC(=O)C(c1ccccc1)N1CCN(c2ccc(N)cc2F)CC1. (5) Given the product Cc1sc2cc3ccccc3c(-c3ccc(OS(=O)(=O)c4ccc(C(=O)O)c(O)c4)c(C4CCCC4)c3)c2c1C, predict the reactants needed to synthesize it. The reactants are: Cc1sc2cc3ccccc3c(-c3ccc(O)c(C4CCCC4)c3)c2c1C.O=C(O)c1ccc(S(=O)(=O)Cl)cc1O. (6) Given the product CCOC(=O)CC1CCN(C(=O)OCC)CC1Cc1ccccc1, predict the reactants needed to synthesize it. The reactants are: CCOC(=O)C=C1CCN(C(=O)OCC)CC1Cc1ccccc1. (7) Given the product CC(=O)N1CC[C@@H](n2c(Cn3nc(S(C)(=O)=O)c4ccncc43)nc3cc(Cl)ccc32)C1, predict the reactants needed to synthesize it. The reactants are: CC(=O)OC(C)=O.CS(=O)(=O)c1nn(Cc2nc3cc(Cl)ccc3n2[C@@H]2CCNC2)c2cnccc12.